From a dataset of Forward reaction prediction with 1.9M reactions from USPTO patents (1976-2016). Predict the product of the given reaction. Given the reactants [CH2:1]([O:3][C:4]([C:6]1([CH2:19][C:20]([CH3:22])=[CH2:21])[CH2:11][CH2:10][N:9]([C:12]([O:14][C:15]([CH3:18])([CH3:17])[CH3:16])=[O:13])[CH2:8][CH2:7]1)=[O:5])[CH3:2].[H][H], predict the reaction product. The product is: [CH2:1]([O:3][C:4]([C:6]1([CH2:19][CH:20]([CH3:21])[CH3:22])[CH2:11][CH2:10][N:9]([C:12]([O:14][C:15]([CH3:17])([CH3:16])[CH3:18])=[O:13])[CH2:8][CH2:7]1)=[O:5])[CH3:2].